Dataset: Forward reaction prediction with 1.9M reactions from USPTO patents (1976-2016). Task: Predict the product of the given reaction. Given the reactants [C:1]([NH:5][C:6](=[O:23])[CH2:7][N:8]1[C:13](=[O:14])[C:12]2[C:15]([CH3:22])=[C:16]([C:18]([O:20]C)=[O:19])[S:17][C:11]=2[N:10]=[CH:9]1)([CH3:4])([CH3:3])[CH3:2].O.O.[OH-].[Li+], predict the reaction product. The product is: [C:1]([NH:5][C:6](=[O:23])[CH2:7][N:8]1[C:13](=[O:14])[C:12]2[C:15]([CH3:22])=[C:16]([C:18]([OH:20])=[O:19])[S:17][C:11]=2[N:10]=[CH:9]1)([CH3:4])([CH3:3])[CH3:2].